From a dataset of Full USPTO retrosynthesis dataset with 1.9M reactions from patents (1976-2016). Predict the reactants needed to synthesize the given product. (1) The reactants are: [Li+].CC([N-]C(C)C)C.[CH3:9][O:10][C:11]1([O:23][CH3:24])[CH2:15][CH2:14][CH:13]([C:16]([O:18][C:19]([CH3:22])([CH3:21])[CH3:20])=[O:17])[CH2:12]1.[CH:25](=[O:27])[CH3:26].C(O)(=O)CC(CC(O)=O)(C(O)=O)O. Given the product [OH:27][CH:25]([C:13]1([C:16]([O:18][C:19]([CH3:20])([CH3:21])[CH3:22])=[O:17])[CH2:14][CH2:15][C:11]([O:23][CH3:24])([O:10][CH3:9])[CH2:12]1)[CH3:26], predict the reactants needed to synthesize it. (2) Given the product [CH2:49]([N:34]([CH2:32][CH3:33])[CH2:35][CH2:36][N:37]([CH2:39][C:40]1[CH:41]=[C:42]([CH:46]=[CH:47][CH:48]=1)[C:43]([NH:1][C:2]1[CH:25]=[CH:24][C:23]([N:26]2[CH2:31][CH2:30][CH2:29][CH2:28][CH2:27]2)=[CH:22][C:3]=1[C:4]([NH:6][C:7]1[CH:11]=[CH:10][N:9]([C:12]2[CH:17]=[CH:16][CH:15]=[C:14]([C:18]([F:20])([F:21])[F:19])[CH:13]=2)[N:8]=1)=[O:5])=[O:44])[CH3:38])[CH3:50], predict the reactants needed to synthesize it. The reactants are: [NH2:1][C:2]1[CH:25]=[CH:24][C:23]([N:26]2[CH2:31][CH2:30][CH2:29][CH2:28][CH2:27]2)=[CH:22][C:3]=1[C:4]([NH:6][C:7]1[CH:11]=[CH:10][N:9]([C:12]2[CH:17]=[CH:16][CH:15]=[C:14]([C:18]([F:21])([F:20])[F:19])[CH:13]=2)[N:8]=1)=[O:5].[CH2:32]([N:34]([CH2:49][CH3:50])[CH2:35][CH2:36][N:37]([CH2:39][C:40]1[CH:41]=[C:42]([CH:46]=[CH:47][CH:48]=1)[C:43](O)=[O:44])[CH3:38])[CH3:33].CCN=C=NCCCN(C)C.Cl. (3) Given the product [O:4]1[C:8]2=[C:9]([N:13]3[CH2:18][CH2:17][N:16]([CH2:19][CH2:20][C@H:21]4[CH2:26][CH2:25][C@H:24]([NH:27][C:29](=[O:28])[CH2:30][CH2:31][OH:32])[CH2:23][CH2:22]4)[CH2:15][CH2:14]3)[N:10]=[CH:11][CH:12]=[C:7]2[CH2:6][CH2:5]1, predict the reactants needed to synthesize it. The reactants are: Cl.Cl.Cl.[O:4]1[C:8]2=[C:9]([N:13]3[CH2:18][CH2:17][N:16]([CH2:19][CH2:20][C@H:21]4[CH2:26][CH2:25][C@H:24]([NH2:27])[CH2:23][CH2:22]4)[CH2:15][CH2:14]3)[N:10]=[CH:11][CH:12]=[C:7]2[CH2:6][CH2:5]1.[OH:28][CH2:29][CH2:30][C:31](O)=[O:32]. (4) Given the product [CH3:29][O:30][C:31](=[O:39])[CH2:32][CH:33]([CH3:38])[CH2:34][C:35]([N:8]1[C:9]2[C:14](=[CH:13][CH:12]=[CH:11][CH:10]=2)[CH:15]=[C:7]1[CH2:1][CH2:2][CH2:3][CH2:4][CH2:5][CH3:6])=[O:36], predict the reactants needed to synthesize it. The reactants are: [CH2:1]([C:7]1[NH:8][C:9]2[C:14]([CH:15]=1)=[CH:13][CH:12]=[CH:11][CH:10]=2)[CH2:2][CH2:3][CH2:4][CH2:5][CH3:6].FC(F)(F)C(OC(=O)C(F)(F)F)=O.[CH3:29][O:30][C:31](=[O:39])[CH2:32][C@H:33]([CH3:38])[CH2:34][C:35](O)=[O:36].[Cl-].[NH4+]. (5) The reactants are: C1COCC1.[BH4-].[Na+].[C:8]([NH:27][C@H:28]([C@H:34]([OH:50])[CH2:35][CH2:36][CH2:37][CH2:38][CH2:39][CH2:40][CH2:41][CH2:42][CH2:43][CH2:44][CH2:45][CH2:46][CH2:47][CH2:48][CH3:49])[C:29](OCC)=[O:30])(=[O:26])[CH2:9][CH2:10][CH2:11][CH2:12][CH2:13][CH2:14][CH2:15][CH2:16][CH2:17][CH2:18][CH2:19][CH2:20][CH2:21][CH2:22][CH2:23][CH2:24][CH3:25].C(OCC)(=O)C. Given the product [C:8]([NH:27][C@H:28]([C@H:34]([OH:50])[CH2:35][CH2:36][CH2:37][CH2:38][CH2:39][CH2:40][CH2:41][CH2:42][CH2:43][CH2:44][CH2:45][CH2:46][CH2:47][CH2:48][CH3:49])[CH2:29][OH:30])(=[O:26])[CH2:9][CH2:10][CH2:11][CH2:12][CH2:13][CH2:14][CH2:15][CH2:16][CH2:17][CH2:18][CH2:19][CH2:20][CH2:21][CH2:22][CH2:23][CH2:24][CH3:25], predict the reactants needed to synthesize it. (6) Given the product [CH3:37][CH:35]([CH3:36])[CH2:34][C@H:33]([NH:38][C:39](=[O:55])[C:40]1[CH:45]=[CH:44][C:43]([N:46]2[CH2:51][CH2:50][N:49]([CH2:52][CH2:53][CH3:54])[CH2:48][CH2:47]2)=[CH:42][CH:41]=1)[C:32](=[O:56])[N:29]1[CH2:30][CH2:31][C@H:27]2[O:26][CH2:25][C:24](=[O:23])[C@@H:28]12, predict the reactants needed to synthesize it. The reactants are: CC(OI1(OC(C)=O)(OC(C)=O)OC(=O)C2C=CC=CC1=2)=O.[OH:23][C@@H:24]1[C@H:28]2[N:29]([C:32](=[O:56])[C@@H:33]([NH:38][C:39](=[O:55])[C:40]3[CH:45]=[CH:44][C:43]([N:46]4[CH2:51][CH2:50][N:49]([CH2:52][CH2:53][CH3:54])[CH2:48][CH2:47]4)=[CH:42][CH:41]=3)[CH2:34][CH:35]([CH3:37])[CH3:36])[CH2:30][CH2:31][C@H:27]2[O:26][CH2:25]1. (7) Given the product [OH:31][C@H:30]([C:32]1[CH:33]=[N:34][CH:35]=[CH:36][CH:37]=1)[CH2:29][N:28]([CH2:27][C@H:22]1[CH2:21][CH2:20][C:19]2[C:24](=[CH:25][CH:26]=[C:17]([I:16])[CH:18]=2)[O:23]1)[C:9](=[O:10])[O:11][C:12]([CH3:13])([CH3:14])[CH3:15], predict the reactants needed to synthesize it. The reactants are: [C:9](O[C:9]([O:11][C:12]([CH3:15])([CH3:14])[CH3:13])=[O:10])([O:11][C:12]([CH3:15])([CH3:14])[CH3:13])=[O:10].[I:16][C:17]1[CH:18]=[C:19]2[C:24](=[CH:25][CH:26]=1)[O:23][C@@H:22]([CH2:27][NH:28][CH2:29][C@@H:30]([C:32]1[CH:33]=[N:34][CH:35]=[CH:36][CH:37]=1)[OH:31])[CH2:21][CH2:20]2.